Dataset: Catalyst prediction with 721,799 reactions and 888 catalyst types from USPTO. Task: Predict which catalyst facilitates the given reaction. (1) Reactant: [NH2:1][C:2]1[CH:3]=[CH:4][CH:5]=[C:6]2[C:10]=1[C:9](=[O:11])[N:8]([C@@H:12]([C:18]1[CH:23]=[CH:22][C:21]([O:24][CH3:25])=[C:20]([OH:26])[CH:19]=1)[CH2:13][S:14]([CH3:17])(=[O:16])=[O:15])[CH2:7]2.[CH:27]1([C:30](Cl)=[O:31])[CH2:29][CH2:28]1. Product: [OH:26][C:20]1[CH:19]=[C:18]([C@H:12]([N:8]2[C:9](=[O:11])[C:10]3[C:6](=[CH:5][CH:4]=[CH:3][C:2]=3[NH:1][C:30]([CH:27]3[CH2:29][CH2:28]3)=[O:31])[CH2:7]2)[CH2:13][S:14]([CH3:17])(=[O:16])=[O:15])[CH:23]=[CH:22][C:21]=1[O:24][CH3:25]. The catalyst class is: 1. (2) Reactant: [CH:1]1([C:4]([C:6]2[CH:11]=[CH:10][CH:9]=[C:8]([CH:12]([CH3:14])[CH3:13])[C:7]=2[OH:15])=[O:5])[CH2:3][CH2:2]1.[CH3:16][Mg]Br.CCCCCC. Product: [CH:1]1([C:4]([C:6]2[CH:11]=[CH:10][CH:9]=[C:8]([CH:12]([CH3:13])[CH3:14])[C:7]=2[OH:15])([OH:5])[CH3:16])[CH2:2][CH2:3]1. The catalyst class is: 11. (3) Reactant: [CH2:1]=[C:2]1[C@@H:15]2[O:16][C:12]3[C:13]4[C@:14]52[CH2:17][CH2:18][N:19]([CH2:20][CH:21]2[CH2:23][CH2:22]2)[C@H:6]([CH2:7][C:8]=4[CH:9]=[CH:10][C:11]=3[OH:24])[C@:5]5([OH:25])[CH2:4][CH2:3]1.C1(C[N+]2([O-])CC[C@]34C5C6O[C@H]3C(=O)CC[C@@]4(OCC)[C@H]2CC=5C=CC=6[OH:45])CC1.B.C1COCC1.[OH-].[Na+].OO.[NH4+].[Cl-]. Product: [CH:21]1([CH2:20][N:19]2[CH2:18][CH2:17][C@:14]34[C:13]5[C:12]6[O:16][C@H:15]3[C@@H:2]([CH2:1][OH:45])[CH2:3][CH2:4][C@@:5]4([OH:25])[C@H:6]2[CH2:7][C:8]=5[CH:9]=[CH:10][C:11]=6[OH:24])[CH2:23][CH2:22]1. The catalyst class is: 242. (4) Reactant: [F:1][C:2]1[C:3]([O:14]C2CCCCO2)=[C:4]([C:8]2[CH:13]=[CH:12][N:11]=[CH:10][CH:9]=2)[CH:5]=[CH:6][CH:7]=1.FC(F)(F)C(O)=O. Product: [F:1][C:2]1[CH:7]=[CH:6][CH:5]=[C:4]([C:8]2[CH:9]=[CH:10][N:11]=[CH:12][CH:13]=2)[C:3]=1[OH:14]. The catalyst class is: 5. (5) Reactant: Cl[C:2]1[C:11]2[C:6](=[CH:7][CH:8]=[CH:9][CH:10]=2)[N:5]=[C:4]([N:12]2[CH2:17][CH2:16][CH2:15][CH2:14][CH2:13]2)[N:3]=1.Cl.[NH2:19][CH2:20][C:21]1[C:30]2[C:25](=[CH:26][CH:27]=[CH:28][CH:29]=2)[N:24]=[CH:23][CH:22]=1. Product: [N:12]1([C:4]2[N:3]=[C:2]([NH:19][CH2:20][C:21]3[C:30]4[C:25](=[CH:26][CH:27]=[CH:28][CH:29]=4)[N:24]=[CH:23][CH:22]=3)[C:11]3[C:6](=[CH:7][CH:8]=[CH:9][CH:10]=3)[N:5]=2)[CH2:17][CH2:16][CH2:15][CH2:14][CH2:13]1. The catalyst class is: 41. (6) Reactant: [OH:1][C@H:2]1[CH2:6][N:5]([C:7]([O:9][C:10]([CH3:13])([CH3:12])[CH3:11])=[O:8])[C@H:4]([C:14]([O:16][CH3:17])=[O:15])[CH2:3]1.CC(OI1(OC(C)=O)(OC(C)=O)OC(=O)C2C=CC=CC1=2)=O. Product: [O:1]=[C:2]1[CH2:6][N:5]([C:7]([O:9][C:10]([CH3:11])([CH3:12])[CH3:13])=[O:8])[C@H:4]([C:14]([O:16][CH3:17])=[O:15])[CH2:3]1. The catalyst class is: 2. (7) Reactant: O1CCCC1.[NH2:6][C:7]1[C:12]([C:13]2[O:17][N:16]=[C:15]([CH2:18][C:19]3[CH:24]=[CH:23][C:22]([OH:25])=[CH:21][CH:20]=3)[CH:14]=2)=[CH:11][CH:10]=[C:9]([NH2:26])[N:8]=1.[OH-].[Na+].Cl[CH2:30][C:31]1[S:32][CH:33]=[CH:34][N:35]=1. Product: [S:32]1[CH:33]=[CH:34][N:35]=[C:31]1[CH2:30][O:25][C:22]1[CH:23]=[CH:24][C:19]([CH2:18][C:15]2[CH:14]=[C:13]([C:12]3[C:7]([NH2:6])=[N:8][C:9]([NH2:26])=[CH:10][CH:11]=3)[O:17][N:16]=2)=[CH:20][CH:21]=1. The catalyst class is: 9. (8) Product: [Cl:15][C:16]1[CH:17]=[CH:18][C:19]([C:22]2[CH:23]=[CH:24][C:25]([C:28]#[C:29][C:30]3[CH:31]=[CH:32][C:33]([O:34][CH2:35][C@H:36]([N:38]4[CH2:6][CH2:5][CH:4]([CH3:8])[CH2:3][CH2:2]4)[CH3:37])=[CH:39][CH:40]=3)=[N:26][CH:27]=2)=[CH:20][CH:21]=1. The catalyst class is: 3. Reactant: Br[CH2:2][CH2:3][CH:4]([CH3:8])[CH2:5][CH2:6]Br.C(=O)([O-])[O-].[K+].[K+].[Cl:15][C:16]1[CH:21]=[CH:20][C:19]([C:22]2[CH:23]=[CH:24][C:25]([C:28]#[C:29][C:30]3[CH:40]=[CH:39][C:33]([O:34][CH2:35][C@H:36]([NH2:38])[CH3:37])=[CH:32][CH:31]=3)=[N:26][CH:27]=2)=[CH:18][CH:17]=1.O.